Dataset: Full USPTO retrosynthesis dataset with 1.9M reactions from patents (1976-2016). Task: Predict the reactants needed to synthesize the given product. (1) The reactants are: Br[C:2]1[CH:7]=[CH:6][C:5]([S:8]([C:11]2[CH:12]=[CH:13][C:14]([NH2:17])=[N:15][CH:16]=2)(=[O:10])=[O:9])=[CH:4][CH:3]=1.[F:18][C:19]([F:39])([F:38])[C:20]([C:23]1[CH:28]=[CH:27][C:26](B2OC(C)(C)C(C)(C)O2)=[CH:25][CH:24]=1)([OH:22])[CH3:21].C(=O)([O-])[O-].[Cs+].[Cs+]. Given the product [NH2:17][C:14]1[N:15]=[CH:16][C:11]([S:8]([C:5]2[CH:6]=[CH:7][C:2]([C:26]3[CH:27]=[CH:28][C:23]([C:20]([OH:22])([CH3:21])[C:19]([F:38])([F:39])[F:18])=[CH:24][CH:25]=3)=[CH:3][CH:4]=2)(=[O:10])=[O:9])=[CH:12][CH:13]=1, predict the reactants needed to synthesize it. (2) Given the product [NH2:1][CH2:4][CH2:5][O:6][C:7]1[N:16]=[C:15]([NH:17][CH:18]2[CH2:23][CH2:22][N:21]([S:24]([C:27]3[CH:28]=[CH:29][C:30]([C:31]([OH:33])=[O:32])=[CH:34][CH:35]=3)(=[O:25])=[O:26])[CH2:20][CH2:19]2)[C:14]2[C:9](=[CH:10][CH:11]=[C:12]([CH:36]([C:44]3[CH:45]=[CH:46][C:47]([Cl:50])=[CH:48][CH:49]=3)[C:37]3[CH:42]=[CH:41][C:40]([Cl:43])=[CH:39][CH:38]=3)[CH:13]=2)[N:8]=1, predict the reactants needed to synthesize it. The reactants are: [N:1]([CH2:4][CH2:5][O:6][C:7]1[N:16]=[C:15]([NH:17][CH:18]2[CH2:23][CH2:22][N:21]([S:24]([C:27]3[CH:35]=[CH:34][C:30]([C:31]([OH:33])=[O:32])=[CH:29][CH:28]=3)(=[O:26])=[O:25])[CH2:20][CH2:19]2)[C:14]2[C:9](=[CH:10][CH:11]=[C:12]([CH:36]([C:44]3[CH:49]=[CH:48][C:47]([Cl:50])=[CH:46][CH:45]=3)[C:37]3[CH:42]=[CH:41][C:40]([Cl:43])=[CH:39][CH:38]=3)[CH:13]=2)[N:8]=1)=[N+]=[N-].C1C=CC(P(C2C=CC=CC=2)C2C=CC=CC=2)=CC=1.[OH-].[Na+].